From a dataset of Full USPTO retrosynthesis dataset with 1.9M reactions from patents (1976-2016). Predict the reactants needed to synthesize the given product. Given the product [Br:33][C:7]1[N:6]([CH2:11][C@H:12]2[CH2:17][CH2:16][C@H:15]([CH3:18])[CH2:14][CH2:13]2)[C:5]2[C:9](=[N:10][C:2]([Cl:1])=[N:3][C:4]=2[C:19]2[CH:24]=[CH:23][CH:22]=[C:21]([Cl:25])[CH:20]=2)[N:8]=1, predict the reactants needed to synthesize it. The reactants are: [Cl:1][C:2]1[N:10]=[C:9]2[C:5]([N:6]([CH2:11][C@H:12]3[CH2:17][CH2:16][C@H:15]([CH3:18])[CH2:14][CH2:13]3)[CH:7]=[N:8]2)=[C:4]([C:19]2[CH:24]=[CH:23][CH:22]=[C:21]([Cl:25])[CH:20]=2)[N:3]=1.C1C(=O)N([Br:33])C(=O)C1.